This data is from Forward reaction prediction with 1.9M reactions from USPTO patents (1976-2016). The task is: Predict the product of the given reaction. (1) Given the reactants [OH:1][C:2]1[CH:9]=[CH:8][C:5]([CH:6]=[O:7])=[CH:4][CH:3]=1.[CH3:10][O:11][CH2:12][CH2:13][O:14][CH2:15]Cl, predict the reaction product. The product is: [CH3:10][O:11][CH2:12][CH2:13][O:14][CH2:15][O:1][C:2]1[CH:9]=[CH:8][C:5]([CH:6]=[O:7])=[CH:4][CH:3]=1. (2) The product is: [F:14][C:2]([F:1])([F:13])[CH2:3][C:4]1[N:8]2[CH2:9][CH2:10][NH:11][CH2:12][C:7]2=[N:6][N:5]=1. Given the reactants [F:1][C:2]([F:14])([F:13])[CH2:3][C:4]1[N:8]2[CH:9]=[CH:10][N:11]=[CH:12][C:7]2=[N:6][N:5]=1, predict the reaction product. (3) Given the reactants [CH3:1][O:2][C:3]1[CH:4]=[CH:5][C:6]2[O:10][CH:9]=[C:8]([CH2:11][CH2:12]I)[C:7]=2[CH:14]=1.[O:15]([C:17]1[CH:18]=[C:19]2[C:24](=[C:25]([N:27]3[CH2:32][CH2:31][NH:30][CH2:29][CH2:28]3)[CH:26]=1)[N:23]=[CH:22][CH:21]=[CH:20]2)[CH3:16], predict the reaction product. The product is: [CH3:1][O:2][C:3]1[CH:4]=[CH:5][C:6]2[O:10][CH:9]=[C:8]([CH2:11][CH2:12][N:30]3[CH2:31][CH2:32][N:27]([C:25]4[CH:26]=[C:17]([O:15][CH3:16])[CH:18]=[C:19]5[C:24]=4[N:23]=[CH:22][CH:21]=[CH:20]5)[CH2:28][CH2:29]3)[C:7]=2[CH:14]=1.